From a dataset of Forward reaction prediction with 1.9M reactions from USPTO patents (1976-2016). Predict the product of the given reaction. (1) The product is: [Br:7][C:8]1[N:12]=[C:11]([Br:13])[N:10]([CH2:1][CH:2]([CH3:5])[CH3:3])[N:9]=1. Given the reactants [CH3:1][C:2]([CH3:5])([O-])[CH3:3].[Na+].[Br:7][C:8]1[N:12]=[C:11]([Br:13])[NH:10][N:9]=1.BrCC(C)C.O, predict the reaction product. (2) Given the reactants [I-:1].[CH3:2][N+:3]1[CH:8]=[CH:7][C:6]([CH3:9])=[CH:5][CH:4]=1.[CH3:10][O:11][C:12]1[CH:19]=[C:18]([O:20][CH3:21])[C:17]([O:22][CH3:23])=[CH:16][C:13]=1[CH:14]=O.N1CCCCC1, predict the reaction product. The product is: [I-:1].[CH3:2][N+:3]1[CH:8]=[CH:7][C:6]([CH:9]=[CH:14][C:13]2[CH:16]=[C:17]([O:22][CH3:23])[C:18]([O:20][CH3:21])=[CH:19][C:12]=2[O:11][CH3:10])=[CH:5][CH:4]=1. (3) Given the reactants [Cl:1][C:2]1[CH:3]=[N:4][CH:5]=[CH:6][C:7]=1[NH:8][C:9]1[N:19]=[C:18]([NH:20][C:21]2[CH:26]=[CH:25][C:24]([N:27]3[CH2:32][CH2:31][N:30](C(OC(C)(C)C)=O)[CH2:29][CH2:28]3)=[CH:23][C:22]=2[O:40][CH3:41])[C:12]2[C:13](=[O:17])[NH:14][N:15]=[CH:16][C:11]=2[CH:10]=1.FC(F)(F)C(O)=O, predict the reaction product. The product is: [Cl:1][C:2]1[CH:3]=[N:4][CH:5]=[CH:6][C:7]=1[NH:8][C:9]1[N:19]=[C:18]([NH:20][C:21]2[CH:26]=[CH:25][C:24]([N:27]3[CH2:28][CH2:29][NH:30][CH2:31][CH2:32]3)=[CH:23][C:22]=2[O:40][CH3:41])[C:12]2[C:13](=[O:17])[NH:14][N:15]=[CH:16][C:11]=2[CH:10]=1. (4) Given the reactants [F:1][C:2]1[CH:7]=[C:6]([O:8][CH2:9][C:10]([F:13])([F:12])[F:11])[C:5]([N+:14]([O-])=O)=[CH:4][N:3]=1, predict the reaction product. The product is: [F:1][C:2]1[N:3]=[CH:4][C:5]([NH2:14])=[C:6]([O:8][CH2:9][C:10]([F:13])([F:11])[F:12])[CH:7]=1.